This data is from CYP3A4 inhibition data for predicting drug metabolism from PubChem BioAssay. The task is: Regression/Classification. Given a drug SMILES string, predict its absorption, distribution, metabolism, or excretion properties. Task type varies by dataset: regression for continuous measurements (e.g., permeability, clearance, half-life) or binary classification for categorical outcomes (e.g., BBB penetration, CYP inhibition). Dataset: cyp3a4_veith. (1) The molecule is Cc1cc(N=Cc2c(CO)cnc(C)c2O)c(N=Cc2c(CO)cnc(C)c2O)cc1C.[Zn]. The result is 0 (non-inhibitor). (2) The compound is C[NH2+]CCCCC[NH2+]CCC1C[C@H]2CCC[C@@H](C1)C2. The result is 0 (non-inhibitor). (3) The drug is CCn1c(SCC(=O)N2CCOCC2)nc2oc3c(Cl)cc(Cl)cc3c(=O)c2c1=O. The result is 1 (inhibitor). (4) The drug is COC(=O)c1cn[nH]c1NC(=S)Nc1ccccc1C. The result is 1 (inhibitor). (5) The result is 1 (inhibitor). The compound is C(=N\Nc1nnc2c(n1)[nH]c1ccccc12)\c1cccnc1. (6) The compound is O=c1oc2ccccc2cc1-c1csc(NN=C2CCCCC2)n1. The result is 1 (inhibitor). (7) The molecule is COCCn1c(=O)c(-c2ccccc2)nc2cnc(OCc3ccccc3)nc21. The result is 1 (inhibitor). (8) The drug is Cc1ccc(NC(=O)c2nnn(-c3cc(C)cc(C)c3)c2N)cc1. The result is 0 (non-inhibitor).